Dataset: Full USPTO retrosynthesis dataset with 1.9M reactions from patents (1976-2016). Task: Predict the reactants needed to synthesize the given product. (1) Given the product [CH2:34]([C:10]1[C:9](=[O:36])[N:8]([C:4]2[CH:3]=[C:2]([NH:1][C:46](=[O:49])[CH:47]=[CH2:48])[CH:7]=[CH:6][CH:5]=2)[C:13]2[N:14]=[C:15]([NH:18][C:19]3[CH:24]=[CH:23][C:22]([N:25]4[CH2:30][CH2:29][N:28]([CH3:31])[CH2:27][CH2:26]4)=[CH:21][C:20]=3[O:32][CH3:33])[N:16]=[CH:17][C:12]=2[CH:11]=1)[CH3:35], predict the reactants needed to synthesize it. The reactants are: [NH2:1][C:2]1[CH:3]=[C:4]([N:8]2[C:13]3[N:14]=[C:15]([NH:18][C:19]4[CH:24]=[CH:23][C:22]([N:25]5[CH2:30][CH2:29][N:28]([CH3:31])[CH2:27][CH2:26]5)=[CH:21][C:20]=4[O:32][CH3:33])[N:16]=[CH:17][C:12]=3[CH:11]=[C:10]([CH2:34][CH3:35])[C:9]2=[O:36])[CH:5]=[CH:6][CH:7]=1.CCN(C(C)C)C(C)C.[C:46](Cl)(=[O:49])[CH:47]=[CH2:48]. (2) Given the product [CH3:58][C:56]([Si:59]([CH3:66])([CH3:65])[O:60][CH:61]1[CH2:64][N:63]([C:28](=[O:29])[CH2:27][N:24]2[CH2:23][CH2:22][C:21]3[CH:31]=[CH:32][C:18]([C:15]4[N:14]=[C:13]([C:5]5[CH:6]=[CH:7][C:8]([O:9][CH:10]([CH3:12])[CH3:11])=[C:3]([CH:4]=5)[C:1]#[N:2])[O:17][N:16]=4)=[CH:19][C:20]=3[CH2:26][CH2:25]2)[CH2:62]1)([CH3:55])[CH3:57], predict the reactants needed to synthesize it. The reactants are: [C:1]([C:3]1[CH:4]=[C:5]([C:13]2[O:17][N:16]=[C:15]([C:18]3[CH:32]=[CH:31][C:21]4[CH2:22][CH2:23][N:24]([CH2:27][C:28](O)=[O:29])[CH2:25][CH2:26][C:20]=4[CH:19]=3)[N:14]=2)[CH:6]=[CH:7][C:8]=1[O:9][CH:10]([CH3:12])[CH3:11])#[N:2].C(Cl)CCl.C(N1CCOCC1)C.C1C=CC2N(O)N=NC=2C=1.[CH3:55][C:56]([Si:59]([CH3:66])([CH3:65])[O:60][CH:61]1[CH2:64][NH:63][CH2:62]1)([CH3:58])[CH3:57]. (3) Given the product [CH2:19]([C@H:16]1[CH2:17][CH2:18][C@H:13]([C:11]2[S:33][C:7]([C:4]3[CH:5]=[CH:6][N:1]=[CH:2][CH:3]=3)=[N:9][N:10]=2)[CH2:14][CH2:15]1)[CH2:20][CH2:21][CH2:22][CH3:23], predict the reactants needed to synthesize it. The reactants are: [N:1]1[CH:6]=[CH:5][C:4]([C:7]([NH:9][NH:10][C:11]([CH:13]2[CH2:18][CH2:17][CH:16]([CH2:19][CH2:20][CH2:21][CH2:22][CH3:23])[CH2:15][CH2:14]2)=O)=O)=[CH:3][CH:2]=1.COC1C=CC(P2(SP(C3C=CC(OC)=CC=3)(=S)S2)=[S:33])=CC=1.